This data is from Full USPTO retrosynthesis dataset with 1.9M reactions from patents (1976-2016). The task is: Predict the reactants needed to synthesize the given product. (1) Given the product [OH:1][C:2]1[CH:7]=[CH:6][N:5]=[C:4]2[NH:11][N:12]=[CH:13][C:3]=12, predict the reactants needed to synthesize it. The reactants are: [OH:1][C:2]1[C:7](C(O)=O)=[CH:6][N:5]=[C:4]2[NH:11][N:12]=[CH:13][C:3]=12. (2) Given the product [C:16]([O:18][CH2:14][C:5]1[CH:4]=[C:3]([CH2:1][CH3:2])[CH:8]=[C:7]([C:9]([F:12])([F:11])[F:10])[N:6]=1)(=[O:17])[CH3:15], predict the reactants needed to synthesize it. The reactants are: [CH2:1]([C:3]1[CH:8]=[C:7]([C:9]([F:12])([F:11])[F:10])[N+:6]([O-])=[C:5]([CH3:14])[CH:4]=1)[CH3:2].[CH3:15][C:16]([O:18]C(C)=O)=[O:17].